This data is from Retrosynthesis with 50K atom-mapped reactions and 10 reaction types from USPTO. The task is: Predict the reactants needed to synthesize the given product. (1) The reactants are: CCOC(=O)C(Cc1ccc(OC(F)(F)F)cc1)C(=O)c1ccc(F)cc1. Given the product CCOC(=O)C(Cc1ccc(OC(F)(F)F)cc1)C(O)c1ccc(F)cc1, predict the reactants needed to synthesize it. (2) Given the product O=C(NCC(=O)N1CCN(C(=O)c2ccccc2C(F)(F)F)CC1)c1cc(-c2cccc(O)c2)[nH]n1, predict the reactants needed to synthesize it. The reactants are: O=C(NCC(=O)N1CCN(C(=O)c2ccccc2C(F)(F)F)CC1)c1cc(-c2cccc(OCc3ccccc3)c2)[nH]n1.